Task: Predict which catalyst facilitates the given reaction.. Dataset: Catalyst prediction with 721,799 reactions and 888 catalyst types from USPTO (1) Reactant: C[O:2][C:3](=[O:30])[CH2:4][C:5]1[C:14]([CH3:15])=[C:13]([C:16]([N:18]2[CH2:23][CH2:22][N:21]([S:24]([CH2:27][CH3:28])(=[O:26])=[O:25])[CH2:20][CH2:19]2)=[O:17])[C:12]2[C:7](=[CH:8][CH:9]=[C:10]([F:29])[CH:11]=2)[CH:6]=1.[OH-].[Li+].Cl. Product: [CH2:27]([S:24]([N:21]1[CH2:22][CH2:23][N:18]([C:16]([C:13]2[C:12]3[C:7](=[CH:8][CH:9]=[C:10]([F:29])[CH:11]=3)[CH:6]=[C:5]([CH2:4][C:3]([OH:30])=[O:2])[C:14]=2[CH3:15])=[O:17])[CH2:19][CH2:20]1)(=[O:25])=[O:26])[CH3:28]. The catalyst class is: 7. (2) Reactant: [CH3:1][O:2][C:3]1[CH:4]=[C:5]([C:11]2[C:16]([NH:17][C:18](=[O:32])[CH:19]([O:27]S(C)(=O)=O)[C:20]3[CH:25]=[CH:24][C:23]([Cl:26])=[CH:22][CH:21]=3)=[CH:15][CH:14]=[CH:13][N:12]=2)[CH:6]=[CH:7][C:8]=1[O:9][CH3:10].[CH2:33](O)[C:34]#[CH:35]. Product: [CH3:1][O:2][C:3]1[CH:4]=[C:5]([C:11]2[C:16]([NH:17][C:18](=[O:32])[CH:19]([O:27][CH2:35][C:34]#[CH:33])[C:20]3[CH:25]=[CH:24][C:23]([Cl:26])=[CH:22][CH:21]=3)=[CH:15][CH:14]=[CH:13][N:12]=2)[CH:6]=[CH:7][C:8]=1[O:9][CH3:10]. The catalyst class is: 6. (3) Reactant: Cl[C:2]1[C:3]2[N:4]([C:8]([CH:12]3[CH2:17][CH2:16][N:15]([C:18]([O:20][CH2:21][C:22]4[CH:27]=[CH:26][CH:25]=[CH:24][CH:23]=4)=[O:19])[CH2:14][CH2:13]3)=[N:9][C:10]=2[I:11])[CH:5]=[CH:6][N:7]=1.[NH3:28]. Product: [NH2:28][C:2]1[C:3]2[N:4]([C:8]([CH:12]3[CH2:17][CH2:16][N:15]([C:18]([O:20][CH2:21][C:22]4[CH:27]=[CH:26][CH:25]=[CH:24][CH:23]=4)=[O:19])[CH2:14][CH2:13]3)=[N:9][C:10]=2[I:11])[CH:5]=[CH:6][N:7]=1. The catalyst class is: 41. (4) Reactant: [NH2:1][CH2:2][CH2:3][CH2:4][C@@:5]1([C:11]([OH:13])=[O:12])[CH2:9][CH2:8][CH2:7][C@@H:6]1[SH:10].[P:14](=[O:18])([OH:17])([OH:16])[OH:15]. Product: [P:14]([OH:18])([OH:17])([OH:16])=[O:15].[NH2:1][CH2:2][CH2:3][CH2:4][C@@:5]1([C:11]([OH:13])=[O:12])[CH2:9][CH2:8][CH2:7][C@@H:6]1[SH:10]. The catalyst class is: 6. (5) Reactant: Br[C:2]1[C:6]2[C:7]3[N:8]([N:11]=[CH:12][N:13]=3)[CH:9]=[N:10][C:5]=2[S:4][CH:3]=1.[Cu][C:15]#[N:16]. Product: [N:13]1[CH:12]=[N:11][N:8]2[C:7]=1[C:6]1[C:2]([C:15]#[N:16])=[CH:3][S:4][C:5]=1[N:10]=[CH:9]2. The catalyst class is: 3. (6) Reactant: [CH3:1][N:2]1[C:6]2[CH:7]=[CH:8][CH:9]=[CH:10][C:5]=2[N:4]=[C:3]1[CH:11]=O.[C:13]([O:17][C:18](=[O:25])[NH:19][CH2:20][CH2:21][CH2:22][CH2:23][NH2:24])([CH3:16])([CH3:15])[CH3:14].[BH-](OC(C)=O)(OC(C)=O)OC(C)=O.[Na+]. Product: [C:13]([O:17][C:18](=[O:25])[NH:19][CH2:20][CH2:21][CH2:22][CH2:23][NH:24][CH2:11][C:3]1[N:2]([CH3:1])[C:6]2[CH:7]=[CH:8][CH:9]=[CH:10][C:5]=2[N:4]=1)([CH3:16])([CH3:14])[CH3:15]. The catalyst class is: 2. (7) Reactant: COC(=O)[C@@H](N[C@H](C(OC)=O)C[C:12]1[C:20]2[C:15](=[CH:16][CH:17]=[CH:18][CH:19]=2)[N:14](CC2C=C(Cl)C=C(Cl)C=2)[CH:13]=1)CC(C)C.COC(=O)[C@H](OS(C(F)(F)F)(=O)=O)CC(C)C.C(N(CC)C(C)C)(C)C. Product: [NH:14]1[C:15]2[C:20](=[CH:19][CH:18]=[CH:17][CH:16]=2)[CH:12]=[CH:13]1. The catalyst class is: 4.